This data is from Forward reaction prediction with 1.9M reactions from USPTO patents (1976-2016). The task is: Predict the product of the given reaction. (1) Given the reactants [NH2:1][C:2]([CH3:6])([CH3:5])[CH2:3][OH:4].[H-].[Na+].[N+]([C:12]1[CH:19]=[CH:18][CH:17]=[C:16]([N+:20]([O-:22])=[O:21])[C:13]=1[C:14]#[N:15])([O-])=O.[C:23](O[C:23]([O:25][C:26]([CH3:29])([CH3:28])[CH3:27])=[O:24])([O:25][C:26]([CH3:29])([CH3:28])[CH3:27])=[O:24].C(O)(=O)CC(CC(O)=O)(C(O)=O)O, predict the reaction product. The product is: [C:26]([O:25][C:23](=[O:24])[NH:1][C:2]([CH3:6])([CH3:5])[CH2:3][O:4][C:12]1[CH:19]=[CH:18][CH:17]=[C:16]([N+:20]([O-:22])=[O:21])[C:13]=1[C:14]#[N:15])([CH3:29])([CH3:28])[CH3:27]. (2) Given the reactants [I:1][C:2]1[CH:7]=[CH:6][C:5]([C:8]2[N:9]=[CH:10][N:11]([CH3:26])[C:12]=2[C:13]2[S:25][C:16]3[N:17]=[CH:18][N:19]=[C:20](S(C)(=O)=O)[C:15]=3[CH:14]=2)=[CH:4][CH:3]=1.CC1([N:34]2C(C3SC4N=CN=C(S(C)(=O)=O)C=4C=3)=CN=C2)C=CC=CC1, predict the reaction product. The product is: [I:1][C:2]1[CH:7]=[CH:6][C:5]([C:8]2[N:9]=[CH:10][N:11]([CH3:26])[C:12]=2[C:13]2[S:25][C:16]3[N:17]=[CH:18][N:19]=[C:20]([NH2:34])[C:15]=3[CH:14]=2)=[CH:4][CH:3]=1. (3) Given the reactants C(NC(C1SC(N2C(O)CN(CC3C=CC(F)=CC=3)C2=O)=NC=1C)=O)C1C=CC=CC=1.[F:32][C:33]1[CH:63]=[CH:62][C:36]([CH2:37][CH2:38][N:39]2[CH2:43][CH:42](O)[N:41]([C:45]3[S:46][C:47]([C:51]([NH:53][CH2:54][C:55]4[CH:56]=[N:57][CH:58]=[CH:59][CH:60]=4)=[O:52])=[C:48]([CH3:50])[N:49]=3)[C:40]2=[O:61])=[CH:35][CH:34]=1, predict the reaction product. The product is: [F:32][C:33]1[CH:34]=[CH:35][C:36]([CH2:37][CH2:38][N:39]2[CH:43]=[CH:42][N:41]([C:45]3[S:46][C:47]([C:51]([NH:53][CH2:54][C:55]4[CH:56]=[N:57][CH:58]=[CH:59][CH:60]=4)=[O:52])=[C:48]([CH3:50])[N:49]=3)[C:40]2=[O:61])=[CH:62][CH:63]=1. (4) Given the reactants [CH3:1][N:2]1[CH2:24][CH2:23][C:5]2[N:6]([C:14]#[C:15][C:16]3[CH:21]=[CH:20][C:19]([CH3:22])=[CH:18][N:17]=3)[C:7]3[CH:8]=[CH:9][C:10]([CH3:13])=[CH:11][C:12]=3[C:4]=2[CH2:3]1, predict the reaction product. The product is: [CH3:1][N:2]1[CH2:24][CH2:23][C:5]2[N:6]([CH2:14][CH2:15][C:16]3[CH:21]=[CH:20][C:19]([CH3:22])=[CH:18][N:17]=3)[C:7]3[CH:8]=[CH:9][C:10]([CH3:13])=[CH:11][C:12]=3[C:4]=2[CH2:3]1. (5) Given the reactants [Cl:1][C:2]1[C:7]([C:8]2[N:9]=[C:10]([C:20]([CH3:23])([CH3:22])[CH3:21])[S:11][C:12]=2[C:13]2[CH:18]=[CH:17][N:16]=[C:15](Cl)[N:14]=2)=[CH:6][CH:5]=[CH:4][C:3]=1[NH:24][S:25]([C:28]1[C:33]([F:34])=[CH:32][CH:31]=[CH:30][C:29]=1[F:35])(=[O:27])=[O:26].[CH3:36][Zn]C.C1(C)C=CC=CC=1, predict the reaction product. The product is: [Cl:1][C:2]1[C:7]([C:8]2[N:9]=[C:10]([C:20]([CH3:23])([CH3:22])[CH3:21])[S:11][C:12]=2[C:13]2[CH:18]=[CH:17][N:16]=[C:15]([CH3:36])[N:14]=2)=[CH:6][CH:5]=[CH:4][C:3]=1[NH:24][S:25]([C:28]1[C:33]([F:34])=[CH:32][CH:31]=[CH:30][C:29]=1[F:35])(=[O:27])=[O:26].